Dataset: Full USPTO retrosynthesis dataset with 1.9M reactions from patents (1976-2016). Task: Predict the reactants needed to synthesize the given product. Given the product [ClH:25].[F:23][C:8]([F:7])([F:24])[C:9]1[CH:10]=[C:11]([O:15][C:16]2[S:20][C:19]([CH2:21][NH2:22])=[CH:18][CH:17]=2)[CH:12]=[CH:13][CH:14]=1, predict the reactants needed to synthesize it. The reactants are: B.C1COCC1.[F:7][C:8]([F:24])([F:23])[C:9]1[CH:10]=[C:11]([O:15][C:16]2[S:20][C:19]([C:21]#[N:22])=[CH:18][CH:17]=2)[CH:12]=[CH:13][CH:14]=1.[ClH:25].